This data is from Full USPTO retrosynthesis dataset with 1.9M reactions from patents (1976-2016). The task is: Predict the reactants needed to synthesize the given product. (1) The reactants are: N1(O[C:11]([CH:13]=[CH:14][C:15]2[CH:24]=[CH:23][C:18]([C:19]([O:21][CH3:22])=[O:20])=[CH:17][CH:16]=2)=[O:12])C2C=CC=CC=2N=N1.CCN(CC)CC.[CH3:32][O:33][C:34]1[CH:35]=[C:36]([CH:38]=[C:39]([O:43][CH3:44])[C:40]=1[O:41][CH3:42])[NH2:37]. Given the product [CH3:44][O:43][C:39]1[CH:38]=[C:36]([NH:37][C:11]([CH:13]=[CH:14][C:15]2[CH:16]=[CH:17][C:18]([C:19]([O:21][CH3:22])=[O:20])=[CH:23][CH:24]=2)=[O:12])[CH:35]=[C:34]([O:33][CH3:32])[C:40]=1[O:41][CH3:42], predict the reactants needed to synthesize it. (2) Given the product [CH3:1][C:2]1[O:6][C:5]([C:7]2[CH:8]=[CH:9][CH:10]=[CH:11][CH:12]=2)=[N:4][C:3]=1[CH2:13][O:14][C:15]1[CH:16]=[CH:17][C:18]([CH2:19][O:20][C:21]2[CH:22]=[CH:23][C:24]([CH2:27][CH2:28][C:29]([OH:31])=[O:30])=[CH:25][CH:26]=2)=[CH:34][CH:35]=1, predict the reactants needed to synthesize it. The reactants are: [CH3:1][C:2]1[O:6][C:5]([C:7]2[CH:12]=[CH:11][CH:10]=[CH:9][CH:8]=2)=[N:4][C:3]=1[CH2:13][O:14][C:15]1[CH:35]=[CH:34][C:18]([CH2:19][O:20][C:21]2[CH:26]=[CH:25][C:24]([CH2:27][CH2:28][C:29]([O:31]CC)=[O:30])=[CH:23][CH:22]=2)=[CH:17][CH:16]=1.O1CCCC1.[OH-].[Na+].Cl. (3) Given the product [C:11]1(=[O:18])[C:12]2[C:17](=[CH:16][CH:15]=[CH:14][CH:13]=2)[CH:9]=[CH:10]1, predict the reactants needed to synthesize it. The reactants are: C(N(CC)CC)C.Br[CH:9]1[C:17]2[C:12](=[CH:13][CH:14]=[CH:15][CH:16]=2)[C:11](=[O:18])[CH2:10]1. (4) Given the product [F:1][C:2]1[CH:3]=[C:4]2[C:8](=[CH:9][C:10]=1[F:11])[NH:7][CH2:6][CH:5]2[CH3:13], predict the reactants needed to synthesize it. The reactants are: [F:1][C:2]1[CH:3]=[C:4]2[C:8](=[CH:9][C:10]=1[F:11])[NH:7][C:6](=O)[CH:5]2[CH3:13].B.CO.Cl. (5) Given the product [Br:11][CH2:2][C:1]([C:4]1[S:5][C:6]([C:9]#[N:10])=[CH:7][CH:8]=1)=[O:3], predict the reactants needed to synthesize it. The reactants are: [C:1]([C:4]1[S:5][C:6]([C:9]#[N:10])=[CH:7][CH:8]=1)(=[O:3])[CH3:2].[Br:11]Br. (6) Given the product [Cl:19][C:17]1[CH:16]=[C:4]([CH:3]=[C:2]([Cl:1])[N:18]=1)[C:5]([NH:7][C:8](=[O:35])[C@@H:9]1[CH:26]([N:20]2[CH2:25][CH2:24][O:23][CH2:22][CH2:21]2)[CH2:14][CH2:15][NH:10]1)=[O:6], predict the reactants needed to synthesize it. The reactants are: [Cl:1][C:2]1[CH:3]=[C:4]([CH:16]=[C:17]([Cl:19])[N:18]=1)[C:5]([NH:7][CH2:8][CH2:9][N:10]1[CH2:15][CH2:14]OCC1)=[O:6].[N:20]1([CH2:26]CCN)[CH2:25][CH2:24][O:23][CH2:22][CH2:21]1.ClC1C=C(C=C(Cl)N=1)C(O)=[O:35]. (7) Given the product [CH3:27][O:1][C:2]([C:5]1[N:9]([CH2:10][CH:11]2[CH2:12][CH2:13][O:14][CH2:15][CH2:16]2)[C:8]2[CH:17]=[CH:18][C:19]([N:21]([CH3:25])[C:22](=[O:24])[CH3:23])=[CH:20][C:7]=2[N:6]=1)([CH3:4])[CH3:3], predict the reactants needed to synthesize it. The reactants are: [OH:1][C:2]([C:5]1[N:9]([CH2:10][CH:11]2[CH2:16][CH2:15][O:14][CH2:13][CH2:12]2)[C:8]2[CH:17]=[CH:18][C:19]([N:21]([CH3:25])[C:22](=[O:24])[CH3:23])=[CH:20][C:7]=2[N:6]=1)([CH3:4])[CH3:3].I[CH3:27].[H-].[Na+].